Dataset: Full USPTO retrosynthesis dataset with 1.9M reactions from patents (1976-2016). Task: Predict the reactants needed to synthesize the given product. Given the product [Cl:1][C:2]1[CH:7]=[C:6]([CH:5]=[CH:4][C:3]=1[O:11][CH2:12][C:13]1[CH:18]=[CH:17][CH:16]=[C:15]([F:19])[CH:14]=1)[NH2:8], predict the reactants needed to synthesize it. The reactants are: [Cl:1][C:2]1[CH:7]=[C:6]([N+:8]([O-])=O)[CH:5]=[CH:4][C:3]=1[O:11][CH2:12][C:13]1[CH:18]=[CH:17][CH:16]=[C:15]([F:19])[CH:14]=1.[H][H].